Dataset: Full USPTO retrosynthesis dataset with 1.9M reactions from patents (1976-2016). Task: Predict the reactants needed to synthesize the given product. Given the product [CH2:1]([O:3][C:4]1[CH:9]=[CH:8][C:7]([C:14]2[CH:20]=[CH:19][CH:18]=[C:16]([NH2:17])[CH:15]=2)=[CH:6][CH:5]=1)[CH3:2], predict the reactants needed to synthesize it. The reactants are: [CH2:1]([O:3][C:4]1[CH:9]=[CH:8][C:7](B(O)O)=[CH:6][CH:5]=1)[CH3:2].Br[C:14]1[CH:15]=[C:16]([CH:18]=[CH:19][CH:20]=1)[NH2:17].C([O-])([O-])=O.[Na+].[Na+].